This data is from Reaction yield outcomes from USPTO patents with 853,638 reactions. The task is: Predict the reaction yield, written as a fraction of the theoretical maximum amount of product (1.0 means a 100% yield; for example, 0.34 means a 34% yield). (1) The reactants are [CH2:1]([NH:3][C:4]([NH:6][C:7]1[CH:12]=[CH:11][C:10](NC2N=C(N[C:10]3[CH:11]=[CH:12][C:7]([NH:6][C:4]([NH:3][CH2:1][CH3:2])=[O:5])=[CH:8][CH:9]=3)C(F)=CN=2)=[CH:9][CH:8]=1)=[O:5])[CH3:2].[NH2:34]C1C=CC=C(N)C=1.C(N=C=O)C.C(=O)([O-])[O-].[K+].[K+]. No catalyst specified. The product is [CH2:1]([NH:3][C:4]([NH:6][C:7]1[CH:12]=[C:11]([CH:10]=[CH:9][CH:8]=1)[NH2:34])=[O:5])[CH3:2]. The yield is 0.830. (2) The reactants are ClC1C=C(C=CN=1)C(NC1C=CC(C)=C(C2C=CC(C(O)=O)=CC=2)C=1)=O.[CH3:27][C:28]1[CH:33]=[CH:32][C:31]([NH:34][C:35](=[O:47])[C:36]2[CH:41]=[CH:40][N:39]=[C:38]([N:42]3[CH2:46][CH2:45][CH2:44][CH2:43]3)[CH:37]=2)=[CH:30][C:29]=1[C:48]1[CH:53]=[CH:52][C:51]([C:54]([OH:56])=[O:55])=[CH:50][CH:49]=1.N1CCCC1. No catalyst specified. The product is [CH3:27][C:28]1[CH:33]=[CH:32][C:31]([NH:34][C:35](=[O:47])[C:36]2[CH:41]=[CH:40][N:39]=[C:38]([N:42]3[CH2:46][CH2:45][CH2:44][CH2:43]3)[CH:37]=2)=[CH:30][C:29]=1[C:48]1[CH:49]=[CH:50][C:51]([C:54]([OH:56])=[O:55])=[CH:52][CH:53]=1. The yield is 0.830. (3) The reactants are [Cl:1][C:2]1[C:3]([O:12][C:13]2[CH:18]=[C:17]([OH:19])[CH:16]=[CH:15][C:14]=2/[CH:20]=[CH:21]/[C:22]([O:24][CH2:25][CH3:26])=[O:23])=[N:4][CH:5]=[C:6]([C:8]([F:11])([F:10])[F:9])[CH:7]=1.Br[CH2:28][CH2:29][C:30]1([CH3:35])[O:34][CH2:33][CH2:32][O:31]1.C(=O)([O-])[O-].[K+].[K+].[I-].[Na+]. The catalyst is O.CN(C)C=O. The product is [Cl:1][C:2]1[C:3]([O:12][C:13]2[CH:18]=[C:17]([O:19][CH2:28][CH2:29][C:30]3([CH3:35])[O:34][CH2:33][CH2:32][O:31]3)[CH:16]=[CH:15][C:14]=2/[CH:20]=[CH:21]/[C:22]([O:24][CH2:25][CH3:26])=[O:23])=[N:4][CH:5]=[C:6]([C:8]([F:9])([F:11])[F:10])[CH:7]=1. The yield is 0.740. (4) The reactants are [NH:1]1[CH2:6][CH2:5][O:4][CH2:3][CH2:2]1.[Cl-].C[Al+]C.[F:11][C:12]1[CH:21]=[CH:20][C:19]2[O:18][CH2:17][C:16]3[CH:22]=[C:23]([C:25]([O-])=[O:26])[S:24][C:15]=3[C:14]=2[CH:13]=1. The catalyst is ClCCCl. The product is [F:11][C:12]1[CH:21]=[CH:20][C:19]2[O:18][CH2:17][C:16]3[CH:22]=[C:23]([C:25]([N:1]4[CH2:6][CH2:5][O:4][CH2:3][CH2:2]4)=[O:26])[S:24][C:15]=3[C:14]=2[CH:13]=1. The yield is 0.400. (5) The reactants are [C:1]1([C:7]2[C:15]3[O:14][C:13]([CH2:16][N:17]4C(=O)C5C(=CC=CC=5)C4=O)=[CH:12][C:11]=3[CH:10]=[C:9]([Cl:28])[CH:8]=2)[CH:6]=[CH:5][CH:4]=[CH:3][CH:2]=1.CN.Cl. The catalyst is C(O)C.C(O)(C)C. The product is [Cl:28][C:9]1[CH:8]=[C:7]([C:1]2[CH:2]=[CH:3][CH:4]=[CH:5][CH:6]=2)[C:15]2[O:14][C:13]([CH2:16][NH2:17])=[CH:12][C:11]=2[CH:10]=1. The yield is 0.570.